Dataset: Catalyst prediction with 721,799 reactions and 888 catalyst types from USPTO. Task: Predict which catalyst facilitates the given reaction. (1) Reactant: [Br:1][C:2]1[CH:3]=[CH:4][C:5]([O:15][CH3:16])=[C:6]([C:8](=[O:14])[CH2:9][O:10]C(=O)C)[CH:7]=1. Product: [Br:1][C:2]1[CH:3]=[CH:4][C:5]([O:15][CH3:16])=[C:6]([C:8](=[O:14])[CH2:9][OH:10])[CH:7]=1. The catalyst class is: 33. (2) The catalyst class is: 25. Product: [ClH:19].[F:14][C:11]1([F:13])[CH2:12][NH:8][CH:9]([CH2:15][C:16]([OH:18])=[O:17])[CH2:10]1. Reactant: C(OC([N:8]1[CH2:12][C:11]([F:14])([F:13])[CH2:10][CH:9]1[CH2:15][C:16]([OH:18])=[O:17])=O)(C)(C)C.[ClH:19]. (3) Reactant: [Cl:1][C:2]1[CH:3]=[C:4]([C@@H:12]([CH2:16][CH:17]2[CH2:21][CH2:20][CH2:19][CH2:18]2)[C:13]([OH:15])=O)[CH:5]=[CH:6][C:7]=1[S:8]([CH3:11])(=[O:10])=[O:9].C(Cl)(=O)C(Cl)=O.[CH3:28][O:29][C:30]([C:34]1[N:35]=[CH:36][C:37]([NH2:40])=[N:38][CH:39]=1)([O:32][CH3:33])[CH3:31].N1C=CC=CC=1. Product: [Cl:1][C:2]1[CH:3]=[C:4]([C@@H:12]([CH2:16][CH:17]2[CH2:21][CH2:20][CH2:19][CH2:18]2)[C:13]([NH:40][C:37]2[CH:36]=[N:35][C:34]([C:30]([O:32][CH3:33])([O:29][CH3:28])[CH3:31])=[CH:39][N:38]=2)=[O:15])[CH:5]=[CH:6][C:7]=1[S:8]([CH3:11])(=[O:9])=[O:10]. The catalyst class is: 306. (4) Reactant: [C:1]1([NH2:8])[CH:6]=[CH:5][CH:4]=[CH:3][C:2]=1[NH2:7].[SH:9][CH2:10][C:11](O)=O.[OH-].[Na+]. Product: [NH:7]1[C:2]2[CH:3]=[CH:4][CH:5]=[CH:6][C:1]=2[N:8]=[C:11]1[CH2:10][SH:9]. The catalyst class is: 33. (5) Reactant: C1(P(C2C=CC=CC=2)C2C=CC=CC=2)C=CC=CC=1.CC[O:22]C(/N=N/C(OCC)=O)=O.C([O:34][C:35](=[O:52])[C@@H:36]([O:50][CH3:51])[CH2:37][C:38]1[CH:43]=[CH:42][C:41]([C:44]#[C:45][CH2:46][CH2:47][CH2:48][OH:49])=[CH:40][CH:39]=1)C.[C:53]([C:61]1[CH:66]=[CH:65][C:64](O)=[CH:63][CH:62]=1)(=[O:60])[C:54]1[CH:59]=[CH:58][CH:57]=[CH:56][CH:55]=1. Product: [C:53]([C:54]1[CH:55]=[CH:56][C:57]([O:49][CH2:48][CH2:47][CH2:46][CH2:45][C:44]([C:41]2[CH:40]=[CH:39][C:38]([CH2:37][C@H:36]([O:50][CH3:51])[C:35]([OH:34])=[O:52])=[CH:43][CH:42]=2)=[O:22])=[CH:58][CH:59]=1)(=[O:60])[C:61]1[CH:62]=[CH:63][CH:64]=[CH:65][CH:66]=1. The catalyst class is: 1.